The task is: Predict the reactants needed to synthesize the given product.. This data is from Retrosynthesis with 50K atom-mapped reactions and 10 reaction types from USPTO. (1) Given the product CCNC(=O)CCCC(=O)O[C@@]1(C#Cc2cccc(C)c2)CCC[C@@H]2[C@H]1CCN2C(=O)OC, predict the reactants needed to synthesize it. The reactants are: CCNC(=O)CCCC(=O)O.COC(=O)N1CC[C@H]2[C@@H]1CCC[C@]2(O)C#Cc1cccc(C)c1. (2) Given the product COc1ccc(CCN(CC2CC2)C(=O)c2ccncc2Br)cc1OC, predict the reactants needed to synthesize it. The reactants are: COc1ccc(CCNCC2CC2)cc1OC.O=C(O)c1ccncc1Br. (3) Given the product O=C(O)[C@@H]1CC(O)CN1C(=O)OCc1ccccc1, predict the reactants needed to synthesize it. The reactants are: O=C(Cl)OCc1ccccc1.O=C(O)[C@@H]1CC(O)CN1. (4) Given the product C#CCOc1ccc(CN2CCC(C(O)(c3ccc(OC(F)(F)F)cc3)c3ccc(OC(F)(F)F)cc3)CC2)cc1, predict the reactants needed to synthesize it. The reactants are: C#CCOc1ccc(CCl)cc1.OC(c1ccc(OC(F)(F)F)cc1)(c1ccc(OC(F)(F)F)cc1)C1CCNCC1. (5) Given the product Cc1cc2c(c(SCC(=O)O)n1)c(=O)cc(Nc1ccccc1)n2-c1ccccc1, predict the reactants needed to synthesize it. The reactants are: CCOC(=O)CSc1nc(C)cc2c1c(=O)cc(Nc1ccccc1)n2-c1ccccc1. (6) Given the product Cc1c(Cc2ccc(F)c(Cl)c2)sc2c(-c3cccc(C(=O)O)c3)cccc12, predict the reactants needed to synthesize it. The reactants are: CCOC(=O)c1cccc(-c2cccc3c(C)c(Cc4ccc(F)c(Cl)c4)sc23)c1. (7) The reactants are: CCOC(=O)C[C@@H](CBr)CC(C)C.[N-]=[N+]=[N-]. Given the product CCOC(=O)C[C@@H](CN=[N+]=[N-])CC(C)C, predict the reactants needed to synthesize it. (8) Given the product O=C(c1cnccc1Cl)N1CCOCC1, predict the reactants needed to synthesize it. The reactants are: C1COCCN1.O=C(O)c1cnccc1Cl. (9) Given the product Cc1nc2ccccc2n1-c1nc(N2CCOCC2)c2nc(CNC3CCC(O)CC3)n(C)c2n1, predict the reactants needed to synthesize it. The reactants are: Cc1nc2ccccc2n1-c1nc(N2CCOCC2)c2nc(CBr)n(C)c2n1.NC1CCC(O)CC1. (10) Given the product Cn1nncc1-c1cc(C=O)c2occc2c1, predict the reactants needed to synthesize it. The reactants are: CCCC[Sn](CCCC)(CCCC)c1cnnn1C.O=Cc1cc(Br)cc2ccoc12.